This data is from Full USPTO retrosynthesis dataset with 1.9M reactions from patents (1976-2016). The task is: Predict the reactants needed to synthesize the given product. (1) The reactants are: [F:1][C:2]1[CH:7]=[CH:6][C:5]([F:8])=[CH:4][C:3]=1[C:9]1[N:14]=[C:13]([CH3:15])[C:12]([CH3:16])=[C:11]([NH:17][C:18]2[CH:23]=[CH:22][N:21]=[C:20]3[CH2:24][NH:25][N:26](CC4C=CC(OC)=CC=4)[C:19]=23)[CH:10]=1.FC1C=CC(F)=CC=1C1N=C(C)C(C)=C(NC2C3C(=CN(CC4C=CC(OC)=CC=4)N=3)N=CC=2)C=1.[C:71]([OH:77])([C:73]([F:76])([F:75])[F:74])=[O:72]. Given the product [F:1][C:2]1[CH:7]=[CH:6][C:5]([F:8])=[CH:4][C:3]=1[C:9]1[N:14]=[C:13]([CH3:15])[C:12]([CH3:16])=[C:11]([NH:17][C:18]2[C:19]3[C:20](=[CH:24][NH:25][N:26]=3)[N:21]=[CH:22][CH:23]=2)[CH:10]=1.[C:71]([OH:77])([C:73]([F:76])([F:75])[F:74])=[O:72], predict the reactants needed to synthesize it. (2) Given the product [CH:1]1([C:5]2[CH:14]=[CH:13][C:8]([C:9]([OH:11])=[O:10])=[CH:7][C:6]=2[I:15])[CH2:2][CH2:3][CH2:4]1, predict the reactants needed to synthesize it. The reactants are: [CH:1]1([C:5]2[CH:14]=[CH:13][C:8]([C:9]([O:11]C)=[O:10])=[CH:7][C:6]=2[I:15])[CH2:4][CH2:3][CH2:2]1.[OH-].[Na+].